This data is from Forward reaction prediction with 1.9M reactions from USPTO patents (1976-2016). The task is: Predict the product of the given reaction. (1) Given the reactants S(Cl)([Cl:3])=O.[Cl:5][C:6]1[CH:7]=[C:8]([CH2:13][CH2:14][S:15]([O-:18])(=O)=[O:16])[CH:9]=[CH:10][C:11]=1[Cl:12].[Na+].C1C=CC=CC=1, predict the reaction product. The product is: [Cl:5][C:6]1[CH:7]=[C:8]([CH2:13][CH2:14][S:15]([Cl:3])(=[O:18])=[O:16])[CH:9]=[CH:10][C:11]=1[Cl:12]. (2) Given the reactants [NH2:1][C:2]1[NH:3][C:4]([C:12]2[CH:17]=[CH:16][N:15]=[CH:14][CH:13]=2)=[CH:5][C:6]=1[C:7]([O:9]CC)=O.[CH:18]([NH2:20])=O.CN(C)C=O, predict the reaction product. The product is: [N:15]1[CH:14]=[CH:13][C:12]([C:4]2[NH:3][C:2]3[N:1]=[CH:18][N:20]=[C:7]([OH:9])[C:6]=3[CH:5]=2)=[CH:17][CH:16]=1. (3) Given the reactants [OH:1][C@@H:2]([CH3:7])[CH2:3][C:4]([OH:6])=[O:5].O1[B:13]([C@@H:14]([NH:19][C:20](=[O:33])[CH2:21][NH:22][C:23](=[O:32])[C:24]2[CH:29]=[C:28]([Cl:30])[CH:27]=[CH:26][C:25]=2[Cl:31])[CH2:15][CH:16]([CH3:18])[CH3:17])O[B:13]([C@@H:14]([NH:19][C:20](=[O:33])[CH2:21][NH:22][C:23](=[O:32])[C:24]2[CH:29]=[C:28]([Cl:30])[CH:27]=[CH:26][C:25]=2[Cl:31])[CH2:15][CH:16]([CH3:18])[CH3:17])O[B:13]1[C@@H:14]([NH:19][C:20](=[O:33])[CH2:21][NH:22][C:23](=[O:32])[C:24]1[CH:29]=[C:28]([Cl:30])[CH:27]=[CH:26][C:25]=1[Cl:31])[CH2:15][CH:16]([CH3:18])[CH3:17], predict the reaction product. The product is: [Cl:31][C:25]1[CH:26]=[CH:27][C:28]([Cl:30])=[CH:29][C:24]=1[C:23]([NH:22][CH2:21][C:20]([NH:19][C@H:14]([B:13]1[O:1][C@@H:2]([CH3:7])[CH2:3][C:4](=[O:6])[O:5]1)[CH2:15][CH:16]([CH3:18])[CH3:17])=[O:33])=[O:32]. (4) Given the reactants [O:1]1[CH2:4][CH:3]([N:5]2[CH2:10][CH2:9][N:8]([CH2:11][CH2:12][NH:13]C(=O)OC(C)(C)C)[CH2:7][CH2:6]2)[CH2:2]1.C(O)(C(F)(F)F)=O, predict the reaction product. The product is: [O:1]1[CH2:2][CH:3]([N:5]2[CH2:10][CH2:9][N:8]([CH2:11][CH2:12][NH2:13])[CH2:7][CH2:6]2)[CH2:4]1.